This data is from Reaction yield outcomes from USPTO patents with 853,638 reactions. The task is: Predict the reaction yield, written as a fraction of the theoretical maximum amount of product (1.0 means a 100% yield; for example, 0.34 means a 34% yield). (1) The reactants are [CH3:1][O:2][C:3]1[CH:31]=[CH:30][C:6]([CH2:7][N:8]2[C:12]3=[N:13][CH:14]=[CH:15][C:16]([O:17][C:18]4[CH:23]=[C:22]([F:24])[C:21]([N+:25]([O-])=O)=[CH:20][C:19]=4[Cl:28])=[C:11]3[C:10]([CH3:29])=[N:9]2)=[CH:5][CH:4]=1. The catalyst is CCOC(C)=O.C([O-])([O-])=O.[Na+].[Na+]. The product is [CH3:1][O:2][C:3]1[CH:4]=[CH:5][C:6]([CH2:7][N:8]2[C:12]3=[N:13][CH:14]=[CH:15][C:16]([O:17][C:18]4[C:19]([Cl:28])=[CH:20][C:21]([NH2:25])=[C:22]([F:24])[CH:23]=4)=[C:11]3[C:10]([CH3:29])=[N:9]2)=[CH:30][CH:31]=1. The yield is 0.350. (2) The catalyst is C(O)C. The product is [O:11]1[CH:10]([CH2:12][N:1]2[CH2:6][CH2:5][O:4][CH2:3][CH2:2]2)[CH2:9]1. The reactants are [NH:1]1[CH2:6][CH2:5][O:4][CH2:3][CH2:2]1.CO.[CH2:9]1[O:11][C@H:10]1[CH2:12]Cl.C[O-].[Na+]. The yield is 0.970.